Dataset: Forward reaction prediction with 1.9M reactions from USPTO patents (1976-2016). Task: Predict the product of the given reaction. (1) Given the reactants Br[C:2]1[CH:7]=[CH:6][C:5]([C:8]([N:10]2[CH2:15][CH2:14][N:13]([C:16]3[CH:21]=[CH:20][C:19]([CH:22]4[CH2:24][CH2:23]4)=[CH:18][N:17]=3)[CH2:12][CH2:11]2)=[O:9])=[C:4]([F:25])[CH:3]=1.[CH3:26][C:27]1([CH3:33])[O:31][C:30](=[O:32])[N:29]=[CH:28]1, predict the reaction product. The product is: [CH:22]1([C:19]2[CH:20]=[CH:21][C:16]([N:13]3[CH2:14][CH2:15][N:10]([C:8]([C:5]4[CH:6]=[CH:7][C:2]([N:29]5[CH2:28][C:27]([CH3:33])([CH3:26])[O:31][C:30]5=[O:32])=[CH:3][C:4]=4[F:25])=[O:9])[CH2:11][CH2:12]3)=[N:17][CH:18]=2)[CH2:24][CH2:23]1. (2) Given the reactants [Br:1][C:2]1[CH:3]=[C:4]2[C:9](=[CH:10][CH:11]=1)[C:8](Cl)=[N:7][N:6]=[CH:5]2.C(=O)([O-])[O-].[K+].[K+].[CH2:19]([N:21]([CH2:25][CH3:26])[CH2:22][CH2:23][NH2:24])[CH3:20], predict the reaction product. The product is: [Br:1][C:2]1[CH:3]=[C:4]2[C:9](=[CH:10][CH:11]=1)[C:8]([NH:24][CH2:23][CH2:22][N:21]([CH2:25][CH3:26])[CH2:19][CH3:20])=[N:7][N:6]=[CH:5]2. (3) Given the reactants [F:1][C:2]([F:32])([F:31])[C:3]1[CH:4]=[C:5]([CH:24]=[C:25]([C:27]([F:30])([F:29])[F:28])[CH:26]=1)[C:6]([NH:8][S:9]([N:12]([CH2:22][CH3:23])[CH2:13][CH:14]1[CH2:19][CH2:18][CH:17]([CH2:20][OH:21])[CH2:16][CH2:15]1)(=[O:11])=[O:10])=[O:7].C(N(CC)CC)C.[C:40]1([N:46]=[C:47]=[O:48])[CH:45]=[CH:44][CH:43]=[CH:42][CH:41]=1, predict the reaction product. The product is: [C:40]1([NH:46][C:47](=[O:48])[O:21][CH2:20][CH:17]2[CH2:18][CH2:19][CH:14]([CH2:13][N:12]([S:9]([NH:8][C:6](=[O:7])[C:5]3[CH:24]=[C:25]([C:27]([F:29])([F:30])[F:28])[CH:26]=[C:3]([C:2]([F:1])([F:31])[F:32])[CH:4]=3)(=[O:11])=[O:10])[CH2:22][CH3:23])[CH2:15][CH2:16]2)[CH:45]=[CH:44][CH:43]=[CH:42][CH:41]=1. (4) Given the reactants [OH:1][C:2]1[CH:6]=[C:5]([C:7]([O:9][CH3:10])=[O:8])[N:4]([CH3:11])[N:3]=1.I[CH2:13][CH3:14].C(=O)([O-])[O-].[K+].[K+], predict the reaction product. The product is: [CH2:13]([O:1][C:2]1[CH:6]=[C:5]([C:7]([O:9][CH3:10])=[O:8])[N:4]([CH3:11])[N:3]=1)[CH3:14].